This data is from Reaction yield outcomes from USPTO patents with 853,638 reactions. The task is: Predict the reaction yield, written as a fraction of the theoretical maximum amount of product (1.0 means a 100% yield; for example, 0.34 means a 34% yield). (1) The reactants are [Al+3].[Cl-].[Cl-].[Cl-].[Cl:5][CH2:6][C:7](Cl)=[O:8].[F:10][C:11]([F:25])([F:24])[C:12]([N:14]1[CH2:23][CH2:22][C:21]2[C:16](=[CH:17][CH:18]=[CH:19][CH:20]=2)[CH2:15]1)=[O:13]. The catalyst is C(Cl)Cl. The product is [Cl:5][CH2:6][C:7]([C:18]1[CH:17]=[C:16]2[C:21]([CH2:22][CH2:23][N:14]([C:12](=[O:13])[C:11]([F:10])([F:25])[F:24])[CH2:15]2)=[CH:20][CH:19]=1)=[O:8]. The yield is 0.880. (2) The reactants are [CH:1]1([C:6]2[N:11]=[C:10]([CH2:12][C:13]3[CH:18]=[CH:17][C:16]([CH2:19][C:20](O)=[O:21])=[CH:15][CH:14]=3)[CH:9]=[C:8]([CH2:23][CH3:24])[N:7]=2)[CH2:5][CH2:4][CH2:3][CH2:2]1.S(C)C. The catalyst is C1COCC1.CO. The product is [CH:1]1([C:6]2[N:11]=[C:10]([CH2:12][C:13]3[CH:14]=[CH:15][C:16]([CH2:19][CH2:20][OH:21])=[CH:17][CH:18]=3)[CH:9]=[C:8]([CH2:23][CH3:24])[N:7]=2)[CH2:2][CH2:3][CH2:4][CH2:5]1. The yield is 0.300. (3) The reactants are C([N:8]1[CH2:14][C:13]2[N:15]=[CH:16][C:17]([CH:19]3[CH2:21][CH2:20]3)=[N:18][C:12]=2[O:11][CH2:10][CH2:9]1)C1C=CC=CC=1.[Cl:22]C(OC(Cl)C)=O. The catalyst is C1(C)C=CC=CC=1. The product is [ClH:22].[CH:19]1([C:17]2[CH:16]=[N:15][C:13]3[CH2:14][NH:8][CH2:9][CH2:10][O:11][C:12]=3[N:18]=2)[CH2:21][CH2:20]1. The yield is 0.160. (4) The reactants are Br[C:2]1[CH:3]=[CH:4][C:5]2[CH:9]=[C:8]([C:10]3[C:15]([Cl:16])=[CH:14][N:13]=[C:12]([NH:17][CH2:18][CH2:19][CH2:20][N:21]4[CH2:26][CH2:25][N:24]([CH3:27])[CH2:23][CH2:22]4)[N:11]=3)[S:7][C:6]=2[CH:28]=1.[NH:29]1[CH2:33][CH2:32][CH2:31][C:30]1=[O:34].CC1(C)C2C(=C(P(C3C=CC=CC=3)C3C=CC=CC=3)C=CC=2)OC2C(P(C3C=CC=CC=3)C3C=CC=CC=3)=CC=CC1=2.C(=O)([O-])[O-].[Cs+].[Cs+]. The catalyst is C([O-])(=O)C.[Pd+2].C([O-])(=O)C.C(#N)C. The product is [Cl:16][C:15]1[C:10]([C:8]2[S:7][C:6]3[CH:28]=[C:2]([N:29]4[CH2:33][CH2:32][CH2:31][C:30]4=[O:34])[CH:3]=[CH:4][C:5]=3[CH:9]=2)=[N:11][C:12]([NH:17][CH2:18][CH2:19][CH2:20][N:21]2[CH2:26][CH2:25][N:24]([CH3:27])[CH2:23][CH2:22]2)=[N:13][CH:14]=1. The yield is 0.230. (5) The reactants are [C:1]([O:5][C:6]([C:8]1[S:9][C:10]([CH2:13][CH:14]([C:16]([O:18][CH3:19])=[O:17])[CH3:15])=[CH:11][CH:12]=1)=[O:7])([CH3:4])([CH3:3])[CH3:2].[CH3:20][Si]([N-][Si](C)(C)C)(C)C.[Li+].O1CCCC1.CI. The catalyst is O1CCCC1. The product is [C:1]([O:5][C:6]([C:8]1[S:9][C:10]([CH2:13][C:14]([CH3:20])([C:16]([O:18][CH3:19])=[O:17])[CH3:15])=[CH:11][CH:12]=1)=[O:7])([CH3:4])([CH3:2])[CH3:3]. The yield is 0.890. (6) The reactants are C[O:2][C:3]([C:5]1[S:9][C:8]([N:10]2[C:14]3[CH:15]=[C:16]([O:21][CH3:22])[C:17]([O:19][CH3:20])=[CH:18][C:13]=3[N:12]=[CH:11]2)=[N:7][C:6]=1Br)=[O:4].[Cl:24][C:25]1[CH:26]=[C:27](B(O)O)[CH:28]=[CH:29][C:30]=1[F:31]. No catalyst specified. The product is [Cl:24][C:25]1[CH:26]=[C:27]([C:6]2[N:7]=[C:8]([N:10]3[C:14]4[CH:15]=[C:16]([O:21][CH3:22])[C:17]([O:19][CH3:20])=[CH:18][C:13]=4[N:12]=[CH:11]3)[S:9][C:5]=2[C:3]([OH:2])=[O:4])[CH:28]=[CH:29][C:30]=1[F:31]. The yield is 0.190. (7) The reactants are [CH2:1]1[C:10]2[C:5](=CC=C[CH:9]=2)[CH2:4][CH2:3][N:2]1[CH2:11][CH2:12][CH2:13][CH2:14][O:15][C:16]1[N:25]=[C:24]2[C:19]([CH2:20][CH2:21][C:22](=[O:26])[NH:23]2)=[CH:18][CH:17]=1.[C:27]1([N:33]2C=C3CNCCC3=[N:34]2)[CH:32]=[CH:31][CH:30]=[CH:29][CH:28]=1. No catalyst specified. The product is [C:27]1([N:33]2[CH:9]=[C:10]3[CH2:1][N:2]([CH2:11][CH2:12][CH2:13][CH2:14][O:15][C:16]4[N:25]=[C:24]5[C:19]([CH2:20][CH2:21][C:22](=[O:26])[NH:23]5)=[CH:18][CH:17]=4)[CH2:3][CH2:4][C:5]3=[N:34]2)[CH:32]=[CH:31][CH:30]=[CH:29][CH:28]=1. The yield is 0.280.